Dataset: Forward reaction prediction with 1.9M reactions from USPTO patents (1976-2016). Task: Predict the product of the given reaction. (1) Given the reactants [Br:1][C:2]1[CH:3]=[CH:4][C:5]2[CH:11]3[CH2:12][CH:9]([CH2:10]3)[N:8]3[C:13](I)=[C:14]([C:16]([O:18][CH3:19])=[O:17])[N:15]=[C:7]3[C:6]=2[CH:21]=1.[I-].[CH3:23][C:24]1([CH2:28][Zn+])[CH2:27][O:26][CH2:25]1, predict the reaction product. The product is: [Br:1][C:2]1[CH:3]=[CH:4][C:5]2[CH:11]3[CH2:12][CH:9]([CH2:10]3)[N:8]3[C:13]([CH2:23][C:24]4([CH3:28])[CH2:27][O:26][CH2:25]4)=[C:14]([C:16]([O:18][CH3:19])=[O:17])[N:15]=[C:7]3[C:6]=2[CH:21]=1. (2) The product is: [CH3:1][N:2]1[C:6]([NH:7][C:8]([C:15]2[CH:16]=[CH:17][CH:18]=[CH:19][CH:20]=2)([C:21]2[CH:26]=[CH:25][CH:24]=[CH:23][CH:22]=2)[C:9]2[CH:10]=[CH:11][CH:12]=[CH:13][CH:14]=2)=[C:5]([NH:27][C:28]([NH:37][CH:38]2[CH2:39][N:40]([C:42]([O:44][C:45]([CH3:48])([CH3:47])[CH3:46])=[O:43])[CH2:41]2)=[O:29])[CH:4]=[N:3]1. Given the reactants [CH3:1][N:2]1[C:6]([NH:7][C:8]([C:21]2[CH:26]=[CH:25][CH:24]=[CH:23][CH:22]=2)([C:15]2[CH:20]=[CH:19][CH:18]=[CH:17][CH:16]=2)[C:9]2[CH:14]=[CH:13][CH:12]=[CH:11][CH:10]=2)=[C:5]([NH:27][C:28](=O)[O:29]C2C=CC=CC=2)[CH:4]=[N:3]1.[NH2:37][CH:38]1[CH2:41][N:40]([C:42]([O:44][C:45]([CH3:48])([CH3:47])[CH3:46])=[O:43])[CH2:39]1.C(N(C(C)C)C(C)C)C, predict the reaction product. (3) The product is: [CH:10]1([N:14]2[CH2:19][CH2:18][CH:17]([O:20][C:21]3[CH:22]=[CH:23][C:24]([CH:27]4[CH2:28][CH2:29][N:30]([C:7]([N:1]5[CH2:6][CH2:5][O:4][CH2:3][CH2:2]5)=[O:8])[CH2:31][CH2:32]4)=[CH:25][CH:26]=3)[CH2:16][CH2:15]2)[CH2:13][CH2:12][CH2:11]1. Given the reactants [N:1]1([C:7](Cl)=[O:8])[CH2:6][CH2:5][O:4][CH2:3][CH2:2]1.[CH:10]1([N:14]2[CH2:19][CH2:18][CH:17]([O:20][C:21]3[CH:26]=[CH:25][C:24]([CH:27]4[CH2:32][CH2:31][NH:30][CH2:29][CH2:28]4)=[CH:23][CH:22]=3)[CH2:16][CH2:15]2)[CH2:13][CH2:12][CH2:11]1.C(N(CC)CC)C, predict the reaction product. (4) Given the reactants [C:1]([C:4]1[O:5][C:6]2[CH:12]=[CH:11][C:10]([N+:13]([O-:15])=[O:14])=[CH:9][C:7]=2[CH:8]=1)(O)=[O:2].C(Cl)Cl.C(Cl)(=O)C(Cl)=O.C[N:26](C=O)C, predict the reaction product. The product is: [NH2:26][C:1]([C:4]1[O:5][C:6]2[CH:12]=[CH:11][C:10]([N+:13]([O-:15])=[O:14])=[CH:9][C:7]=2[CH:8]=1)=[O:2]. (5) Given the reactants [Cl:1][C:2]1[CH:9]=[CH:8][C:5]([C:6]#[N:7])=[C:4]([O:10][C:11]2[C:20]3[CH2:19][CH2:18][CH2:17][C:16](=O)[C:15]=3[CH:14]=[CH:13][CH:12]=2)[CH:3]=1.CN.[C:24]([BH3-])#[N:25].[Na+].[C:28]([OH:35])(=[O:34])/[CH:29]=[CH:30]/[C:31]([OH:33])=[O:32], predict the reaction product. The product is: [C:28]([OH:35])(=[O:34])/[CH:29]=[CH:30]/[C:31]([OH:33])=[O:32].[Cl:1][C:2]1[CH:9]=[CH:8][C:5]([C:6]#[N:7])=[C:4]([O:10][C:11]2[C:20]3[CH2:19][CH2:18][CH2:17][CH:16]([NH:25][CH3:24])[C:15]=3[CH:14]=[CH:13][CH:12]=2)[CH:3]=1. (6) Given the reactants [Cl:1][C:2]1[CH:3]=[N+:4]([O-])[C:5]([C:12]2[CH:17]=[CH:16][CH:15]=[C:14]([F:18])[CH:13]=2)=[C:6]([CH:11]=1)[C:7]([O:9][CH3:10])=[O:8].[CH2:20]([N:22](CC)CC)C.C[Si](C#N)(C)C, predict the reaction product. The product is: [Cl:1][C:2]1[C:3]([C:20]#[N:22])=[N:4][C:5]([C:12]2[CH:17]=[CH:16][CH:15]=[C:14]([F:18])[CH:13]=2)=[C:6]([CH:11]=1)[C:7]([O:9][CH3:10])=[O:8].